Task: Predict the reactants needed to synthesize the given product.. Dataset: Full USPTO retrosynthesis dataset with 1.9M reactions from patents (1976-2016) (1) Given the product [C:1]12([C:11]3[CH:12]=[C:13]([C:25]4[CH:30]=[CH:29][CH:28]=[C:27]([C:31](=[O:33])[CH3:32])[CH:26]=4)[CH:14]=[CH:15][C:16]=3[O:17][Si:18]([C:21]([CH3:23])([CH3:24])[CH3:22])([CH3:20])[CH3:19])[CH2:10][CH:5]3[CH2:6][CH:7]([CH2:9][CH:3]([CH2:4]3)[CH2:2]1)[CH2:8]2, predict the reactants needed to synthesize it. The reactants are: [C:1]12([C:11]3[CH:12]=[C:13]([C:25]4[CH:30]=[CH:29][CH:28]=[C:27]([CH:31]([OH:33])[CH3:32])[CH:26]=4)[CH:14]=[CH:15][C:16]=3[O:17][Si:18]([C:21]([CH3:24])([CH3:23])[CH3:22])([CH3:20])[CH3:19])[CH2:10][CH:5]3[CH2:6][CH:7]([CH2:9][CH:3]([CH2:4]3)[CH2:2]1)[CH2:8]2. (2) Given the product [CH:8]1([N:11]2[C:15]3[C:16]([O:41][C@@H:42]([C@@H:44]4[CH2:48][C:47](=[O:49])[NH:46][CH2:45]4)[CH3:43])=[N:17][C:18]([C:20]4[CH:28]=[C:27]5[C:23]([C:24]6([CH2:31][NH:32][CH2:33]6)[C:25](=[O:30])[N:26]5[CH3:29])=[CH:22][CH:21]=4)=[CH:19][C:14]=3[N:13]=[CH:12]2)[CH2:10][CH2:9]1, predict the reactants needed to synthesize it. The reactants are: C(O)(C(F)(F)F)=O.[CH:8]1([N:11]2[C:15]3[C:16]([O:41][C@@H:42]([C@@H:44]4[CH2:48][C:47](=[O:49])[NH:46][CH2:45]4)[CH3:43])=[N:17][C:18]([C:20]4[CH:28]=[C:27]5[C:23]([C:24]6([CH2:33][N:32](C(OC(C)(C)C)=O)[CH2:31]6)[C:25](=[O:30])[N:26]5[CH3:29])=[CH:22][CH:21]=4)=[CH:19][C:14]=3[N:13]=[CH:12]2)[CH2:10][CH2:9]1. (3) Given the product [NH:1]1[C:9]2[C:4](=[CH:5][C:6]([O:10][C@H:11]3[CH2:15][CH2:14][N:13]([CH:16]4[CH2:17][CH2:18][NH:19][CH2:20][CH2:21]4)[C:12]3=[O:29])=[CH:7][CH:8]=2)[CH:3]=[N:2]1, predict the reactants needed to synthesize it. The reactants are: [NH:1]1[C:9]2[C:4](=[CH:5][C:6]([O:10][C@H:11]3[CH2:15][CH2:14][N:13]([CH:16]4[CH2:21][CH2:20][N:19](C(OC(C)(C)C)=O)[CH2:18][CH2:17]4)[C:12]3=[O:29])=[CH:7][CH:8]=2)[CH:3]=[N:2]1.Cl.O1CCOCC1.CO. (4) Given the product [N+:16]([C:13]1[CH:14]=[CH:15][C:10]([O:4][CH2:3][C:2]([F:6])([F:5])[F:1])=[N:11][CH:12]=1)([O-:18])=[O:17], predict the reactants needed to synthesize it. The reactants are: [F:1][C:2]([F:6])([F:5])[CH2:3][OH:4].[H-].[Na+].Cl[C:10]1[CH:15]=[CH:14][C:13]([N+:16]([O-:18])=[O:17])=[CH:12][N:11]=1.